From a dataset of Forward reaction prediction with 1.9M reactions from USPTO patents (1976-2016). Predict the product of the given reaction. (1) Given the reactants C(OC([N:8]1[CH2:17][CH2:16][C:15]2[NH:14][N:13]=[C:12]([C:18]3[CH:23]=[CH:22][C:21]([Cl:24])=[CH:20][CH:19]=3)[C:11]=2[CH2:10][CH2:9]1)=O)(C)(C)C.[CH:25]1[C:34]2[C:29](=[CH:30][CH:31]=[CH:32][CH:33]=2)[CH:28]=[CH:27][C:26]=1[CH2:35]Cl, predict the reaction product. The product is: [Cl:24][C:21]1[CH:20]=[CH:19][C:18]([C:12]2[C:11]3[CH2:10][CH2:9][NH:8][CH2:17][CH2:16][C:15]=3[N:14]([CH2:35][C:26]3[CH:27]=[CH:28][C:29]4[C:34](=[CH:33][CH:32]=[CH:31][CH:30]=4)[CH:25]=3)[N:13]=2)=[CH:23][CH:22]=1. (2) Given the reactants [NH2:1][C@H:2]1[C@H:7]2[C@@H:3]1[O:4][C:5]1[CH:11]=[CH:10][C:9]([O:12][C:13]3[C:22]4[CH2:21][NH:20][C:19](=[O:23])[NH:18][C:17]=4[N:16]=[CH:15][CH:14]=3)=[CH:8][C:6]=12.[CH2:24]([N:26]1[CH2:31][CH2:30][N:29]([CH2:32][C:33]2[CH:41]=[CH:40][C:36]([C:37](O)=[O:38])=[CH:35][C:34]=2[C:42]([F:45])([F:44])[F:43])[CH2:28][CH2:27]1)[CH3:25].CN(C(ON1N=NC2C=CC=NC1=2)=[N+](C)C)C.F[P-](F)(F)(F)(F)F.CCN(C(C)C)C(C)C, predict the reaction product. The product is: [CH2:24]([N:26]1[CH2:27][CH2:28][N:29]([CH2:32][C:33]2[CH:41]=[CH:40][C:36]([C:37]([NH:1][C@H:2]3[C@H:7]4[C@@H:3]3[O:4][C:5]3[CH:11]=[CH:10][C:9]([O:12][C:13]5[C:22]6[CH2:21][NH:20][C:19](=[O:23])[NH:18][C:17]=6[N:16]=[CH:15][CH:14]=5)=[CH:8][C:6]=34)=[O:38])=[CH:35][C:34]=2[C:42]([F:45])([F:43])[F:44])[CH2:30][CH2:31]1)[CH3:25].